From a dataset of Reaction yield outcomes from USPTO patents with 853,638 reactions. Predict the reaction yield, written as a fraction of the theoretical maximum amount of product (1.0 means a 100% yield; for example, 0.34 means a 34% yield). (1) The reactants are C([O:5][C:6](=[O:38])[CH:7]([NH:11][S:12]([C:15]1[CH:20]=[CH:19][C:18]([C:21]2[CH:26]=[CH:25][C:24]([O:27][C:28](=[O:37])[NH:29][C:30]3[CH:35]=[CH:34][C:33]([F:36])=[CH:32][CH:31]=3)=[CH:23][CH:22]=2)=[CH:17][CH:16]=1)(=[O:14])=[O:13])[CH:8]([CH3:10])[CH3:9])(C)(C)C.C(O)(C(F)(F)F)=O. The catalyst is ClC(Cl)C. The product is [F:36][C:33]1[CH:32]=[CH:31][C:30]([NH:29][C:28]([O:27][C:24]2[CH:23]=[CH:22][C:21]([C:18]3[CH:19]=[CH:20][C:15]([S:12]([NH:11][CH:7]([CH:8]([CH3:10])[CH3:9])[C:6]([OH:38])=[O:5])(=[O:14])=[O:13])=[CH:16][CH:17]=3)=[CH:26][CH:25]=2)=[O:37])=[CH:35][CH:34]=1. The yield is 0.890. (2) The reactants are [CH3:1][O:2][C:3](=[O:13])[C:4]1[C:9]([O:10][CH3:11])=[CH:8][CH:7]=[CH:6][C:5]=1[OH:12].F[C:15]1[CH:20]=[CH:19][C:18]([F:21])=[CH:17][C:16]=1[N+:22]([O-:24])=[O:23].[CH3:25][O:26][C:27](=[O:45])[C:28]1[C:33]([O:34][CH3:35])=[CH:32][CH:31]=[CH:30][C:29]=1[O:36][C:37]1[CH:42]=[CH:41][C:40]([F:43])=[CH:39][C:38]=1[NH2:44].[NH2:46][C:47]1[S:48][CH:49]=[CH:50][N:51]=1. No catalyst specified. The product is [CH3:1][O:2][C:3](=[O:13])[C:4]1[C:9]([O:10][CH3:11])=[CH:8][CH:7]=[CH:6][C:5]=1[O:12][C:15]1[CH:20]=[CH:19][C:18]([F:21])=[CH:17][C:16]=1[N+:22]([O-:24])=[O:23].[CH3:25][O:26][C:27](=[O:45])[C:28]1[C:33]([O:34][CH3:35])=[CH:32][CH:31]=[CH:30][C:29]=1[O:36][C:37]1[CH:42]=[CH:41][C:40]([F:43])=[CH:39][C:38]=1[NH:44][C:3]([NH:46][C:47]1[S:48][CH:49]=[CH:50][N:51]=1)=[O:13]. The yield is 0.580. (3) The catalyst is C(Cl)Cl. The product is [NH2:9][C:3]1[N:4]=[C:5]([NH:8][C:25]([C:24]2[CH:28]=[CH:29][CH:30]=[CH:31][C:23]=2[F:22])=[O:26])[CH:6]=[CH:7][C:2]=1[Br:1]. The reactants are [Br:1][C:2]1[C:3]([NH2:9])=[N:4][C:5]([NH2:8])=[CH:6][CH:7]=1.C(N(CC)CC)C.C1COCC1.[F:22][C:23]1[CH:31]=[CH:30][CH:29]=[CH:28][C:24]=1[C:25](Cl)=[O:26]. The yield is 0.570. (4) The reactants are [CH3:1][C:2]1[CH:7]=[CH:6][CH:5]=[C:4]([CH3:8])[C:3]=1[O:9][CH2:10][C:11]1[C:15]([C:16](OC)=[O:17])=[C:14]([CH:20]([CH3:22])[CH3:21])[O:13][N:12]=1.[H-].C([Al+]CC(C)C)C(C)C.C1(C)C=CC=CC=1.[C@H](O)(C([O-])=O)[C@@H](O)C([O-])=O.[Na+].[K+]. The catalyst is O1CCCC1.C(OCC)(=O)C. The product is [CH3:1][C:2]1[CH:7]=[CH:6][CH:5]=[C:4]([CH3:8])[C:3]=1[O:9][CH2:10][C:11]1[C:15]([CH2:16][OH:17])=[C:14]([CH:20]([CH3:22])[CH3:21])[O:13][N:12]=1. The yield is 0.950. (5) The reactants are Cl[CH2:2][CH2:3][O:4][C:5]1[CH:10]=[CH:9][C:8]([C:11]2[N:16]=[C:15]([S:17][CH2:18][CH3:19])[N:14]3[CH:20]=[CH:21][N:22]=[C:13]3[CH:12]=2)=[CH:7][C:6]=1[O:23][CH3:24].[OH-:25].[Na+]. The catalyst is N1CCOCC1. The product is [CH2:18]([S:17][C:15]1[N:14]2[CH:20]=[CH:21][N:22]=[C:13]2[CH:12]=[C:11]([C:8]2[CH:9]=[CH:10][C:5]([O:4][CH2:3][CH2:2][N:14]3[CH2:20][CH2:21][O:25][CH2:12][CH2:13]3)=[C:6]([O:23][CH3:24])[CH:7]=2)[N:16]=1)[CH3:19]. The yield is 0.710. (6) The reactants are [NH2:1][C:2]1[NH:6][N:5]=[CH:4][C:3]=1[C:7]([C:9]1[S:10][CH:11]=[CH:12][CH:13]=1)=[O:8].CN(C)[CH:16]=[CH:17][C:18]([C:20]1[CH:21]=[CH:22][C:23]([F:31])=[C:24]([N:26]([CH3:30])[C:27](=[O:29])[CH3:28])[CH:25]=1)=O.C(OCC)(=O)C. The catalyst is C(O)(=O)C. The product is [F:31][C:23]1[CH:22]=[CH:21][C:20]([C:18]2[N:6]3[N:5]=[CH:4][C:3]([C:7]([C:9]4[S:10][CH:11]=[CH:12][CH:13]=4)=[O:8])=[C:2]3[N:1]=[CH:16][CH:17]=2)=[CH:25][C:24]=1[N:26]([CH3:30])[C:27](=[O:29])[CH3:28]. The yield is 0.750.